This data is from Acute oral toxicity (LD50) regression data from Zhu et al.. The task is: Regression/Classification. Given a drug SMILES string, predict its toxicity properties. Task type varies by dataset: regression for continuous values (e.g., LD50, hERG inhibition percentage) or binary classification for toxic/non-toxic outcomes (e.g., AMES mutagenicity, cardiotoxicity, hepatotoxicity). Dataset: ld50_zhu. The compound is CBr. The rat oral LD50 is 2.65, given as -log10 of the dose in mol/kg body weight (higher means more acutely toxic).